From a dataset of Forward reaction prediction with 1.9M reactions from USPTO patents (1976-2016). Predict the product of the given reaction. (1) Given the reactants C(O[C:6]([N:8]1[CH2:13][CH2:12][N:11](C2C(=O)N(CC(C)C)N=C(C3C=CC(C)=C(F)C=3)C=2C)[CH2:10][CH2:9]1)=O)(C)(C)C.[C:34]1([C:57]2[CH:62]=[CH:61][CH:60]=[CH:59][CH:58]=2)[CH:39]=[CH:38][C:37]([C:40]2[CH:41]=[C:42]([CH2:51]OS(C)(=O)=O)[C:43](=[O:50])[N:44]([CH2:46][CH:47]([CH3:49])[CH3:48])[N:45]=2)=[CH:36][CH:35]=1.CN1CCNCC1, predict the reaction product. The product is: [C:34]1([C:57]2[CH:58]=[CH:59][CH:60]=[CH:61][CH:62]=2)[CH:39]=[CH:38][C:37]([C:40]2[CH:41]=[C:42]([CH2:51][N:11]3[CH2:12][CH2:13][N:8]([CH3:6])[CH2:9][CH2:10]3)[C:43](=[O:50])[N:44]([CH2:46][CH:47]([CH3:49])[CH3:48])[N:45]=2)=[CH:36][CH:35]=1. (2) Given the reactants [OH:1][C@H:2]1[CH2:6][CH2:5][N:4]([CH2:7][C@H:8]([C:24]2[CH:25]=[C:26]([CH:30]=[CH:31][CH:32]=2)[C:27](O)=[O:28])[N:9]([CH3:23])[C:10](=[O:22])[CH2:11][C:12]2[CH:20]=[C:19]3[C:15]([CH2:16][C:17](=[O:21])[NH:18]3)=[CH:14][CH:13]=2)[CH2:3]1.CN(C(ON1N=N[C:43]2C=[CH:45][CH:46]=[N:47][C:42]1=2)=[N+](C)C)C.F[P-](F)(F)(F)(F)F.CCN(C(C)C)C(C)C.C(NCC)C, predict the reaction product. The product is: [CH2:46]([N:47]([CH2:42][CH3:43])[C:27](=[O:28])[C:26]1[CH:30]=[CH:31][CH:32]=[C:24]([C@H:8]([N:9]([CH3:23])[C:10](=[O:22])[CH2:11][C:12]2[CH:20]=[C:19]3[C:15]([CH2:16][C:17](=[O:21])[NH:18]3)=[CH:14][CH:13]=2)[CH2:7][N:4]2[CH2:5][CH2:6][C@H:2]([OH:1])[CH2:3]2)[CH:25]=1)[CH3:45]. (3) Given the reactants [N:1]1([CH2:6][C@@H:7]([C:9]([OH:11])=[O:10])[NH2:8])[CH:5]=[CH:4][CH:3]=[N:2]1.[C:12](O[C:12]([O:14][C:15]([CH3:18])([CH3:17])[CH3:16])=[O:13])([O:14][C:15]([CH3:18])([CH3:17])[CH3:16])=[O:13], predict the reaction product. The product is: [C:15]([O:14][C:12]([NH:8][C@H:7]([C:9]([OH:11])=[O:10])[CH2:6][N:1]1[CH:5]=[CH:4][CH:3]=[N:2]1)=[O:13])([CH3:18])([CH3:17])[CH3:16].